Task: Predict the product of the given reaction.. Dataset: Forward reaction prediction with 1.9M reactions from USPTO patents (1976-2016) (1) Given the reactants [F:1][C:2]1[CH:7]=[C:6]([F:8])[CH:5]=[CH:4][C:3]=1[C:9]1[O:13][N:12]=[CH:11][C:10]=1[CH2:14]O.S(Cl)([Cl:18])=O, predict the reaction product. The product is: [Cl:18][CH2:14][C:10]1[CH:11]=[N:12][O:13][C:9]=1[C:3]1[CH:4]=[CH:5][C:6]([F:8])=[CH:7][C:2]=1[F:1]. (2) Given the reactants CN1CCOCC1.[N:8]1([C:14]2[N:19]=[CH:18][C:17]([C:20]3([C:23]([N:25]4[CH2:29][CH2:28][C@@:27]5([C:33]6[CH:34]=[CH:35][CH:36]=[CH:37][C:32]=6[C:31](=[O:38])[O:30]5)[CH2:26]4)=[O:24])[CH2:22][CH2:21]3)=[CH:16][CH:15]=2)[CH2:13][CH2:12][NH:11][CH2:10][CH2:9]1.[CH:39]1([C:42](O)=[O:43])[CH2:41][CH2:40]1.F[P-](F)(F)(F)(F)F.N1(O[P+](N(C)C)(N(C)C)N(C)C)C2C=CC=CC=2N=N1.C(#N)C, predict the reaction product. The product is: [CH:39]1([C:42]([N:11]2[CH2:12][CH2:13][N:8]([C:14]3[N:19]=[CH:18][C:17]([C:20]4([C:23]([N:25]5[CH2:29][CH2:28][C@@:27]6([C:33]7[CH:34]=[CH:35][CH:36]=[CH:37][C:32]=7[C:31](=[O:38])[O:30]6)[CH2:26]5)=[O:24])[CH2:22][CH2:21]4)=[CH:16][CH:15]=3)[CH2:9][CH2:10]2)=[O:43])[CH2:41][CH2:40]1. (3) Given the reactants [CH3:1][O:2][C:3]1[C:4]([C:11]([O:13]CC)=[O:12])=[N:5][CH:6]=[C:7]([O:9][CH3:10])[N:8]=1.[OH-].[K+], predict the reaction product. The product is: [CH3:1][O:2][C:3]1[C:4]([C:11]([OH:13])=[O:12])=[N:5][CH:6]=[C:7]([O:9][CH3:10])[N:8]=1. (4) Given the reactants [OH:1][C:2]1[CH:10]=[CH:9][C:5]([C:6]([OH:8])=O)=[CH:4][CH:3]=1.C1N=CN(C(N2C=NC=C2)=O)C=1.ONC(=N)CCCC.[Cl:31][C:32]1[NH:40][C:39]2[C:38](=[O:41])[N:37]([CH2:42][CH2:43][CH2:44][CH2:45]/[C:46](=[N:49]/[H])/[NH:47]O)[C:36](=[O:51])[N:35]([CH2:52][CH2:53][CH2:54]CC)[C:34]=2[N:33]=1, predict the reaction product. The product is: [Cl:31][C:32]1[NH:40][C:39]2[C:38](=[O:41])[N:37]([CH2:42][CH2:43][CH2:44][CH2:45][C:46]3[N:47]=[C:6]([C:5]4[CH:4]=[CH:3][C:2]([OH:1])=[CH:10][CH:9]=4)[O:8][N:49]=3)[C:36](=[O:51])[N:35]([CH2:52][CH2:53][CH3:54])[C:34]=2[N:33]=1. (5) Given the reactants Br[CH2:2][CH2:3][CH2:4][CH2:5][O:6][C:7]1[CH:22]=[CH:21][C:10]2[C:11]([C:14]3[CH:19]=[CH:18][C:17]([Br:20])=[CH:16][CH:15]=3)=[N:12][S:13][C:9]=2[CH:8]=1.[CH3:23][N:24]1[CH2:29][CH2:28][NH:27][CH2:26][CH2:25]1, predict the reaction product. The product is: [Br:20][C:17]1[CH:18]=[CH:19][C:14]([C:11]2[C:10]3[CH:21]=[CH:22][C:7]([O:6][CH2:5][CH2:4][CH2:3][CH2:2][N:27]4[CH2:28][CH2:29][N:24]([CH3:23])[CH2:25][CH2:26]4)=[CH:8][C:9]=3[S:13][N:12]=2)=[CH:15][CH:16]=1.